The task is: Predict the product of the given reaction.. This data is from Forward reaction prediction with 1.9M reactions from USPTO patents (1976-2016). (1) Given the reactants [Cl:1][C:2]1[CH:3]=[N:4][C:5]2[C:10]([CH:11]=1)=[CH:9][C:8]([OH:12])=[CH:7][CH:6]=2.C(=O)([O-])[O-].[K+].[K+].Br[CH:20]([CH2:30][CH3:31])[C:21]([NH:23][C:24]([CH3:29])([CH3:28])[C:25]#[C:26][CH3:27])=[O:22].O, predict the reaction product. The product is: [Cl:1][C:2]1[CH:3]=[N:4][C:5]2[C:10]([CH:11]=1)=[CH:9][C:8]([O:12][CH:20]([CH2:30][CH3:31])[C:21]([NH:23][C:24]([CH3:29])([CH3:28])[C:25]#[C:26][CH3:27])=[O:22])=[CH:7][CH:6]=2. (2) Given the reactants C(O[CH:4](OCC)[CH2:5][CH2:6][CH2:7][NH2:8])C.[CH:12]([C:14]([CH3:16])=O)=[CH2:13].Cl.Cl.[Br:19][C:20]1[CH:21]=[C:22]([N:26]([CH3:28])N)[CH:23]=[CH:24][CH:25]=1, predict the reaction product. The product is: [Br:19][C:20]1[CH:25]=[CH:24][C:23]2[C:13]3[CH:4]4[N:8]([CH2:7][CH2:6][CH2:5]4)[CH2:16][CH2:14][C:12]=3[N:26]([CH3:28])[C:22]=2[CH:21]=1.